From a dataset of Forward reaction prediction with 1.9M reactions from USPTO patents (1976-2016). Predict the product of the given reaction. (1) Given the reactants [NH2:1][C:2]1[CH:3]=[CH:4][C:5]([O:12][C:13]2[CH:18]=[CH:17][C:16]([C:19]([F:22])([F:21])[F:20])=[CH:15][CH:14]=2)=[C:6]([CH:11]=1)[CH2:7][N:8]([CH3:10])[CH3:9].C(N(CC)CC)C.[CH3:30][S:31](O[S:31]([CH3:30])(=[O:33])=[O:32])(=[O:33])=[O:32], predict the reaction product. The product is: [CH3:9][N:8]([CH2:7][C:6]1[CH:11]=[C:2]([NH:1][S:31]([CH3:30])(=[O:33])=[O:32])[CH:3]=[CH:4][C:5]=1[O:12][C:13]1[CH:18]=[CH:17][C:16]([C:19]([F:20])([F:21])[F:22])=[CH:15][CH:14]=1)[CH3:10]. (2) Given the reactants C(OC(=O)[NH:7][CH2:8][C:9]1[CH:14]=[CH:13][N:12]=[C:11]([C:15]2[CH:16]=[N:17][C:18]([C:21]([F:24])([F:23])[F:22])=[N:19][CH:20]=2)[CH:10]=1)(C)(C)C.C(O)(C(F)(F)F)=O, predict the reaction product. The product is: [F:24][C:21]([F:22])([F:23])[C:18]1[N:19]=[CH:20][C:15]([C:11]2[CH:10]=[C:9]([CH2:8][NH2:7])[CH:14]=[CH:13][N:12]=2)=[CH:16][N:17]=1. (3) Given the reactants [CH2:1]([N:8]1[C:17](=[O:18])[C:16]2[C:11](=[CH:12][CH:13]=[CH:14][CH:15]=2)[C:10]([CH2:19][C:20]2[C:28]3[C:23](=[CH:24][CH:25]=[C:26]([Cl:29])[CH:27]=3)[N:22]([CH2:30][C:31]([O:33]C)=[O:32])[C:21]=2[CH3:35])=[N:9]1)[C:2]1[CH:7]=[CH:6][CH:5]=[CH:4][CH:3]=1.C1COCC1.[OH-].[Li+].Cl, predict the reaction product. The product is: [CH2:1]([N:8]1[C:17](=[O:18])[C:16]2[C:11](=[CH:12][CH:13]=[CH:14][CH:15]=2)[C:10]([CH2:19][C:20]2[C:28]3[C:23](=[CH:24][CH:25]=[C:26]([Cl:29])[CH:27]=3)[N:22]([CH2:30][C:31]([OH:33])=[O:32])[C:21]=2[CH3:35])=[N:9]1)[C:2]1[CH:7]=[CH:6][CH:5]=[CH:4][CH:3]=1. (4) Given the reactants Cl.[NH:2]1[CH2:6][CH2:5][C@@H:4]([NH:7][C:8]([C:10]2[C:14]3[N:15]=[CH:16][N:17]=[C:18]([C:19]4[C:27]5[O:26][CH2:25][O:24][C:23]=5[CH:22]=[CH:21][C:20]=4[O:28][CH2:29][CH:30]4[CH2:32][CH2:31]4)[C:13]=3[NH:12][CH:11]=2)=[O:9])[CH2:3]1.Cl[C:34]([C@@H:36]([O:38]C(=O)C)[CH3:37])=[O:35], predict the reaction product. The product is: [OH:38][C@@H:36]([CH3:37])[C:34]([N:2]1[CH2:6][CH2:5][C@@H:4]([NH:7][C:8]([C:10]2[C:14]3[N:15]=[CH:16][N:17]=[C:18]([C:19]4[C:27]5[O:26][CH2:25][O:24][C:23]=5[CH:22]=[CH:21][C:20]=4[O:28][CH2:29][CH:30]4[CH2:32][CH2:31]4)[C:13]=3[NH:12][CH:11]=2)=[O:9])[CH2:3]1)=[O:35]. (5) Given the reactants [C:1]1([CH2:7][CH2:8]/[CH:9]=[C:10]2\[CH2:11][CH2:12][C:13]3[CH:17]=[C:16]([C:18]([O:20][CH2:21][CH3:22])=[O:19])[NH:15][C:14]\2=3)[CH:6]=[CH:5][CH:4]=[CH:3][CH:2]=1, predict the reaction product. The product is: [C:1]1([CH2:7][CH2:8][CH2:9][CH:10]2[C:14]3[NH:15][C:16]([C:18]([O:20][CH2:21][CH3:22])=[O:19])=[CH:17][C:13]=3[CH2:12][CH2:11]2)[CH:6]=[CH:5][CH:4]=[CH:3][CH:2]=1. (6) Given the reactants CC[N:3]([CH2:6][CH3:7])CC.[CH3:20][C:19]([O:18][C:16](O[C:16]([O:18][C:19]([CH3:22])([CH3:21])[CH3:20])=[O:17])=[O:17])([CH3:22])[CH3:21].[CH3:23]O, predict the reaction product. The product is: [C:16]([NH:3][CH:6]1[CH2:7][CH2:23]1)([O:18][C:19]([CH3:20])([CH3:21])[CH3:22])=[O:17].